From a dataset of Peptide-MHC class II binding affinity with 134,281 pairs from IEDB. Regression. Given a peptide amino acid sequence and an MHC pseudo amino acid sequence, predict their binding affinity value. This is MHC class II binding data. (1) The peptide sequence is KMYFNLIDTKAYK. The MHC is DRB3_0101 with pseudo-sequence DRB3_0101. The binding affinity (normalized) is 0.251. (2) The peptide sequence is SKKYFAATQFEPLAA. The MHC is DRB1_1001 with pseudo-sequence DRB1_1001. The binding affinity (normalized) is 0.643. (3) The MHC is DRB1_0405 with pseudo-sequence DRB1_0405. The binding affinity (normalized) is 0.618. The peptide sequence is AKRMIAISAKVARDI.